From a dataset of Forward reaction prediction with 1.9M reactions from USPTO patents (1976-2016). Predict the product of the given reaction. (1) The product is: [Cl:1][C:2]1[CH:3]=[C:4]([C:9]2[N:32]([C:30]3[CH:29]=[CH:28][N:27]=[C:26]([C:25]([F:24])([F:34])[F:35])[CH:31]=3)[N:33]=[C:11]([C:20]([OH:22])=[O:21])[CH:10]=2)[CH:5]=[C:6]([F:8])[CH:7]=1. Given the reactants [Cl:1][C:2]1[CH:3]=[C:4]([C:9]2N(C3C=CC=CN=3)N=[C:11]([C:20]([OH:22])=[O:21])[CH:10]=2)[CH:5]=[C:6]([F:8])[CH:7]=1.Cl.[F:24][C:25]([F:35])([F:34])[C:26]1[CH:31]=[C:30]([NH:32][NH2:33])[CH:29]=[CH:28][N:27]=1, predict the reaction product. (2) Given the reactants [F:1][C:2]([F:17])([F:16])[C:3]1[CH:4]=[C:5](B(O)O)[CH:6]=[C:7]([C:9]([F:12])([F:11])[F:10])[CH:8]=1.I[C:19]1[N:20]=[CH:21][NH:22][CH:23]=1.C([O-])(O)=O.[Na+].ClCCl, predict the reaction product. The product is: [F:1][C:2]([F:17])([F:16])[C:3]1[CH:4]=[C:5]([C:19]2[N:20]=[CH:21][NH:22][CH:23]=2)[CH:6]=[C:7]([C:9]([F:12])([F:11])[F:10])[CH:8]=1. (3) Given the reactants Br[C:2]1[CH:3]=[C:4]([C:8]2[CH:13]=[C:12]([CH3:14])[CH:11]=[C:10]([C:15]3[CH:20]=[CH:19][C:18]([C:21]([F:24])([F:23])[F:22])=[CH:17][CH:16]=3)[N:9]=2)[CH:5]=[CH:6][CH:7]=1.[Li]CCCC.[B:30](OC(C)C)([O:35]C(C)C)[O:31]C(C)C, predict the reaction product. The product is: [CH3:14][C:12]1[CH:11]=[C:10]([C:15]2[CH:20]=[CH:19][C:18]([C:21]([F:24])([F:23])[F:22])=[CH:17][CH:16]=2)[N:9]=[C:8]([C:4]2[CH:3]=[C:2]([B:30]([OH:35])[OH:31])[CH:7]=[CH:6][CH:5]=2)[CH:13]=1. (4) Given the reactants [CH3:1][O:2][C:3]1[CH:4]=[C:5]2[C:10](=[CH:11][C:12]=1[O:13][CH3:14])[C:9]([C:15]1[CH:20]=[CH:19][N:18]=[C:17]([CH:21]3[C:26](=[O:27])[CH2:25][CH2:24][CH2:23][C:22]3=[O:28])[CH:16]=1)=[C:8]([CH2:29][O:30]C(=O)C)[C:7]([CH2:34][O:35]C(=O)C)=[CH:6]2.C[O-].[Na+].Cl, predict the reaction product. The product is: [CH3:1][O:2][C:3]1[CH:4]=[C:5]2[C:10](=[CH:11][C:12]=1[O:13][CH3:14])[C:9]([C:15]1[CH:20]=[CH:19][N:18]=[C:17]([CH:21]3[C:22](=[O:28])[CH2:23][CH2:24][CH2:25][C:26]3=[O:27])[CH:16]=1)=[C:8]([CH2:29][OH:30])[C:7]([CH2:34][OH:35])=[CH:6]2. (5) The product is: [Br:12][C:8]1[CH:7]=[C:6]2[C:11]([CH:2]=[N:3][C:4]([NH2:13])=[N:5]2)=[CH:10][CH:9]=1. Given the reactants Br[C:2]1[C:11]2[C:6](=[CH:7][C:8]([Br:12])=[CH:9][CH:10]=2)[N:5]=[C:4]([NH2:13])[N:3]=1.C([O-])=O.[NH4+].C, predict the reaction product. (6) Given the reactants [CH2:1]([O:8][C:9](=[O:50])[NH:10][C@H:11]([C:13](=[O:49])[NH:14][C@H:15]([C:26](=[O:48])[NH:27][C@@H:28]([CH2:41][C:42]1[CH:47]=[CH:46][CH:45]=[CH:44][CH:43]=1)[CH:29]([C:31](=[O:40])[NH:32][CH2:33][C:34]1[CH:39]=[CH:38][CH:37]=[CH:36][CH:35]=1)[OH:30])[CH2:16][C:17]1[C:25]2[C:20](=[CH:21][CH:22]=[CH:23][CH:24]=2)[NH:19][CH:18]=1)[CH3:12])[C:2]1[CH:7]=[CH:6][CH:5]=[CH:4][CH:3]=1.CC(OI1(OC(C)=O)(OC(C)=O)OC(=O)C2C=CC=CC1=2)=O, predict the reaction product. The product is: [CH2:1]([O:8][C:9](=[O:50])[NH:10][C@H:11]([C:13](=[O:49])[NH:14][C@H:15]([C:26](=[O:48])[NH:27][C@@H:28]([CH2:41][C:42]1[CH:47]=[CH:46][CH:45]=[CH:44][CH:43]=1)[C:29]([C:31](=[O:40])[NH:32][CH2:33][C:34]1[CH:35]=[CH:36][CH:37]=[CH:38][CH:39]=1)=[O:30])[CH2:16][C:17]1[C:25]2[C:20](=[CH:21][CH:22]=[CH:23][CH:24]=2)[NH:19][CH:18]=1)[CH3:12])[C:2]1[CH:7]=[CH:6][CH:5]=[CH:4][CH:3]=1.